This data is from Forward reaction prediction with 1.9M reactions from USPTO patents (1976-2016). The task is: Predict the product of the given reaction. (1) Given the reactants [O:1]=[C:2]1[C:7]([CH2:8][C:9]2[CH:14]=[CH:13][C:12]([C:15]3[CH:20]=[CH:19][CH:18]=[CH:17][C:16]=3[C:21]3[NH:25][C:24](=[O:26])[O:23][N:22]=3)=[CH:11][CH:10]=2)=[C:6]([CH2:27][CH2:28][CH3:29])[N:5]2[N:30]=[CH:31][N:32]=[C:4]2[N:3]1[C@H:33]1[CH2:38][CH2:37][C@H:36]([O:39][CH2:40][C:41]2([C:45]([NH2:47])=O)[CH2:44][CH2:43][CH2:42]2)[CH2:35][CH2:34]1.N1C=CC=CC=1.FC(F)(F)C(OC(=O)C(F)(F)F)=O, predict the reaction product. The product is: [O:1]=[C:2]1[C:7]([CH2:8][C:9]2[CH:14]=[CH:13][C:12]([C:15]3[CH:20]=[CH:19][CH:18]=[CH:17][C:16]=3[C:21]3[NH:25][C:24](=[O:26])[O:23][N:22]=3)=[CH:11][CH:10]=2)=[C:6]([CH2:27][CH2:28][CH3:29])[N:5]2[N:30]=[CH:31][N:32]=[C:4]2[N:3]1[C@H:33]1[CH2:34][CH2:35][C@H:36]([O:39][CH2:40][C:41]2([C:45]#[N:47])[CH2:44][CH2:43][CH2:42]2)[CH2:37][CH2:38]1. (2) Given the reactants C[C:2]1[CH:6]=[CH:5][S:4][C:3]=1[C:7]([NH:9][CH2:10][C:11]1[NH:15][N:14]=[C:13]([C:16]2[CH:21]=[CH:20][N:19]=[CH:18][CH:17]=2)[N:12]=1)=[O:8].[CH3:22]C1SC(C(O)=O)=CC=1.CC1C=CSC=1C(O)=O, predict the reaction product. The product is: [CH3:22][C:5]1[S:4][C:3]([C:7]([NH:9][CH2:10][C:11]2[NH:15][N:14]=[C:13]([C:16]3[CH:17]=[CH:18][N:19]=[CH:20][CH:21]=3)[N:12]=2)=[O:8])=[CH:2][CH:6]=1. (3) Given the reactants Cl[C:2]1[C:3]([C:16]2[CH:21]=[CH:20][C:19]([F:22])=[CH:18][CH:17]=2)=[N:4][C:5]2[C:10]([N:11]=1)=[CH:9][C:8]([C:12]([O:14][CH3:15])=[O:13])=[CH:7][CH:6]=2.[F:23][C:24]([F:31])([F:30])[C@H:25]1[CH2:29][CH2:28][CH2:27][NH:26]1, predict the reaction product. The product is: [F:22][C:19]1[CH:20]=[CH:21][C:16]([C:3]2[C:2]([N:26]3[CH2:27][CH2:28][CH2:29][C@@H:25]3[C:24]([F:31])([F:30])[F:23])=[N:11][C:10]3[C:5](=[CH:6][CH:7]=[C:8]([C:12]([O:14][CH3:15])=[O:13])[CH:9]=3)[N:4]=2)=[CH:17][CH:18]=1. (4) Given the reactants CN(C(ON1N=NC2C=CC=NC1=2)=[N+](C)C)C.F[P-](F)(F)(F)(F)F.[NH2:25][C:26]1[C:27]([C:36]([NH:38][C@H:39]([C:47]([O:49][CH3:50])=[O:48])[C@@H:40]([CH3:46])[O:41][C:42]([CH3:45])([CH3:44])[CH3:43])=[O:37])=[CH:28][C:29]2[C:34]([CH:35]=1)=[CH:33][CH:32]=[CH:31][CH:30]=2.[CH3:51][C:52]1[CH:57]=[C:56]([CH3:58])[CH:55]=[C:54]([CH3:59])[C:53]=1[CH2:60][C:61](O)=[O:62].C(N(C(C)C)CC)(C)C, predict the reaction product. The product is: [CH3:43][C:42]([O:41][C@H:40]([CH3:46])[C@@H:39]([C:47]([O:49][CH3:50])=[O:48])[NH:38][C:36]([C:27]1[C:26]([NH:25][C:61](=[O:62])[CH2:60][C:53]2[C:52]([CH3:51])=[CH:57][C:56]([CH3:58])=[CH:55][C:54]=2[CH3:59])=[CH:35][C:34]2[C:29](=[CH:30][CH:31]=[CH:32][CH:33]=2)[CH:28]=1)=[O:37])([CH3:44])[CH3:45]. (5) Given the reactants [CH:1]1([C:4]2[N:9]=[C:8]([CH2:10][N:11]3C(=O)C4C(=CC=CC=4)C3=O)[CH:7]=[C:6]([O:22][CH2:23][CH:24]3[CH2:26][CH:25]3[C:27]([F:30])([F:29])[F:28])[N:5]=2)[CH2:3][CH2:2]1.NN, predict the reaction product. The product is: [CH:1]1([C:4]2[N:9]=[C:8]([CH2:10][NH2:11])[CH:7]=[C:6]([O:22][CH2:23][CH:24]3[CH2:26][CH:25]3[C:27]([F:29])([F:30])[F:28])[N:5]=2)[CH2:3][CH2:2]1. (6) Given the reactants [CH3:1][C:2]1[CH:7]=[CH:6][CH:5]=[CH:4][C:3]=1[C:8]1[C:9]2[CH2:23][N:22](C(OC(C)(C)C)=O)[CH2:21][CH2:20][C:10]=2[N:11]=[C:12]([C:14]2[CH:19]=[CH:18][CH:17]=[CH:16][CH:15]=2)[N:13]=1.[ClH:31].O1CCOCC1, predict the reaction product. The product is: [ClH:31].[ClH:31].[CH3:1][C:2]1[CH:7]=[CH:6][CH:5]=[CH:4][C:3]=1[C:8]1[C:9]2[CH2:23][NH:22][CH2:21][CH2:20][C:10]=2[N:11]=[C:12]([C:14]2[CH:19]=[CH:18][CH:17]=[CH:16][CH:15]=2)[N:13]=1. (7) Given the reactants Br[C:2]1[CH:3]=[C:4]2[C:9](=[CH:10][CH:11]=1)[C:8](=[O:12])[N:7]([CH2:13][CH2:14][N:15]1[CH2:19][CH2:18][CH2:17][CH2:16]1)[CH2:6][CH2:5]2.CN(C)CCN.[I-:26].[Na+].O1CCOCC1, predict the reaction product. The product is: [I:26][C:2]1[CH:3]=[C:4]2[C:9](=[CH:10][CH:11]=1)[C:8](=[O:12])[N:7]([CH2:13][CH2:14][N:15]1[CH2:19][CH2:18][CH2:17][CH2:16]1)[CH2:6][CH2:5]2. (8) Given the reactants [Br:1][C:2]1[CH:3]=[CH:4][C:5]([O:22][Si](C(C)(C)C)(C)C)=[C:6]([CH:8]([C:13]([C:15]2[CH:20]=[CH:19][C:18]([F:21])=[CH:17][CH:16]=2)=[O:14])[C:9]([O:11][CH3:12])=[O:10])[CH:7]=1.CCCC[N+](CCCC)(CCCC)CCCC.[F-], predict the reaction product. The product is: [Br:1][C:2]1[CH:3]=[CH:4][C:5]([OH:22])=[C:6]([CH:8]([C:13]([C:15]2[CH:16]=[CH:17][C:18]([F:21])=[CH:19][CH:20]=2)=[O:14])[C:9]([O:11][CH3:12])=[O:10])[CH:7]=1. (9) Given the reactants C(OC(=O)C)C.[C:7]([O:11][C:12]([NH:14][CH2:15][CH2:16][O:17][C:18](=[O:32])[CH2:19][O:20][C:21]1[CH:26]=[CH:25][C:24]([CH2:27][CH2:28][CH2:29][CH2:30]N)=[CH:23][CH:22]=1)=[O:13])([CH3:10])([CH3:9])[CH3:8].C([N:35](CC)CC)C.I.[NH2:41][C:42]1[C:43]([C:50]([NH:52][C:53](=[NH:56])SC)=[O:51])=[N:44][C:45]([Cl:49])=[C:46]([NH2:48])[N:47]=1, predict the reaction product. The product is: [C:7]([O:11][C:12]([NH:14][CH2:15][CH2:16][O:17][C:18](=[O:32])[CH2:19][O:20][C:21]1[CH:22]=[CH:23][C:24]([CH2:27][CH2:28][CH2:29][CH2:30][N:52]([C:50]([C:43]2[C:42]([NH2:41])=[N:47][C:46]([NH2:48])=[C:45]([Cl:49])[N:44]=2)=[O:51])[C:53]([NH2:56])=[NH:35])=[CH:25][CH:26]=1)=[O:13])([CH3:9])([CH3:8])[CH3:10].